Dataset: Full USPTO retrosynthesis dataset with 1.9M reactions from patents (1976-2016). Task: Predict the reactants needed to synthesize the given product. (1) The reactants are: [Br:1][C:2]1[CH:3]=[C:4]([CH2:11][C:12]2[CH:17]=[CH:16][C:15]([CH:18]3[CH2:20][CH2:19]3)=[CH:14][CH:13]=2)[C:5]([Cl:10])=[C:6]([OH:9])[C:7]=1[OH:8].Br[CH2:22]Br.C([O-])([O-])=O.[Cs+].[Cs+]. Given the product [Br:1][C:2]1[C:7]2[O:8][CH2:22][O:9][C:6]=2[C:5]([Cl:10])=[C:4]([CH2:11][C:12]2[CH:17]=[CH:16][C:15]([CH:18]3[CH2:19][CH2:20]3)=[CH:14][CH:13]=2)[CH:3]=1, predict the reactants needed to synthesize it. (2) Given the product [CH2:1]([N:8]1[CH2:27][C@@H:26]([C:28]2[CH:33]=[CH:32][C:31]([C:37]3[CH:38]=[N:39][CH:40]=[N:41][CH:42]=3)=[CH:30][CH:29]=2)[C@:10]2([N:14]([CH3:15])[C:13](=[O:16])[N:12]([C:17]3[CH:22]=[C:21]([Cl:23])[CH:20]=[C:19]([Cl:24])[CH:18]=3)[C:11]2=[O:25])[CH2:9]1)[C:2]1[CH:7]=[CH:6][CH:5]=[CH:4][CH:3]=1, predict the reactants needed to synthesize it. The reactants are: [CH2:1]([N:8]1[CH2:27][C@@H:26]([C:28]2[CH:33]=[CH:32][C:31](Br)=[CH:30][CH:29]=2)[C@:10]2([N:14]([CH3:15])[C:13](=[O:16])[N:12]([C:17]3[CH:22]=[C:21]([Cl:23])[CH:20]=[C:19]([Cl:24])[CH:18]=3)[C:11]2=[O:25])[CH2:9]1)[C:2]1[CH:7]=[CH:6][CH:5]=[CH:4][CH:3]=1.C[Sn](C)(C)[C:37]1[CH:38]=[N:39][CH:40]=[N:41][CH:42]=1.